Dataset: Catalyst prediction with 721,799 reactions and 888 catalyst types from USPTO. Task: Predict which catalyst facilitates the given reaction. (1) Reactant: [C:1]([O:5][C:6]([NH:8][C@@H:9]([CH2:38][CH2:39][CH2:40][NH:41][C:42]([O:44][C:45]([CH3:48])([CH3:47])[CH3:46])=[O:43])[CH2:10][NH:11][C:12](=[O:37])[CH2:13][C@@H:14]([NH:29][C:30]([O:32][C:33]([CH3:36])([CH3:35])[CH3:34])=[O:31])[CH2:15][CH2:16][CH2:17][NH:18]C(=O)OCC1C=CC=CC=1)=[O:7])([CH3:4])([CH3:3])[CH3:2]. Product: [NH2:18][CH2:17][CH2:16][CH2:15][C@H:14]([NH:29][C:30](=[O:31])[O:32][C:33]([CH3:36])([CH3:35])[CH3:34])[CH2:13][C:12]([NH:11][CH2:10][C@@H:9]([NH:8][C:6]([O:5][C:1]([CH3:2])([CH3:3])[CH3:4])=[O:7])[CH2:38][CH2:39][CH2:40][NH:41][C:42]([O:44][C:45]([CH3:48])([CH3:46])[CH3:47])=[O:43])=[O:37]. The catalyst class is: 63. (2) Reactant: [P:1]([O:9][C:10]1[CH:37]=[CH:36][C:13]2[C:14](=[O:35])/[C:15](=[CH:17]/[C:18]3[C:26]4[C:21](=[CH:22][CH:23]=[C:24]([O:27][CH3:28])[CH:25]=4)[NH:20][C:19]=3[C:29]3[CH:34]=[CH:33][CH:32]=[CH:31][CH:30]=3)/[O:16][C:12]=2[CH:11]=1)([O:6]CC)([O:3]CC)=[O:2].[Si](Br)(C)(C)C.C([O-])(O)=O.[Na+].CO. Product: [P:1]([OH:3])([OH:6])([O:9][C:10]1[CH:37]=[CH:36][C:13]2[C:14](=[O:35])/[C:15](=[CH:17]/[C:18]3[C:26]4[C:21](=[CH:22][CH:23]=[C:24]([O:27][CH3:28])[CH:25]=4)[NH:20][C:19]=3[C:29]3[CH:34]=[CH:33][CH:32]=[CH:31][CH:30]=3)/[O:16][C:12]=2[CH:11]=1)=[O:2]. The catalyst class is: 2. (3) Reactant: [CH2:1]([C:3]1[CH:8]=[CH:7][N:6]=[C:5]([NH2:9])[CH:4]=1)[CH3:2].Cl[CH2:11][CH:12]=O. The catalyst class is: 14. Product: [CH2:1]([C:3]1[CH:8]=[CH:7][N:6]2[CH:11]=[CH:12][N:9]=[C:5]2[CH:4]=1)[CH3:2]. (4) Reactant: Cl.N1C2C(=CC([NH:11][C:12]([C:14]3[C:15]([C:21]4[CH:26]=[CH:25][C:24](C(F)(F)F)=[CH:23][CH:22]=4)=[CH:16][C:17](C)=[CH:18][CH:19]=3)=[O:13])=CC=2)CC1.C(NC1SC=C(CC(O)=O)N=1)=O.O.ON1C2C=CC=CC=2N=N1.Cl.CN(C)CCCN=C=NCC. Product: [C:15]1([C:21]2[CH:22]=[CH:23][CH:24]=[CH:25][CH:26]=2)[C:14]([C:12]([NH2:11])=[O:13])=[CH:19][CH:18]=[CH:17][CH:16]=1. The catalyst class is: 255. (5) Reactant: [F:1][C:2]([F:21])([F:20])[C@@H:3]1[CH2:7][CH2:6][CH2:5][N:4]1[C:8]1[CH:13]=[CH:12][N:11]2[N:14]=[CH:15][C:16]([C:17]([OH:19])=O)=[C:10]2[N:9]=1.CN(C(ON1N=NC2C=CC=NC1=2)=[N+](C)C)C.F[P-](F)(F)(F)(F)F.CCN(C(C)C)C(C)C.[CH3:55][C:56]1[N:57]=[C:58]([NH2:62])[S:59][C:60]=1[CH3:61].[H-].[Na+]. Product: [CH3:55][C:56]1[N:57]=[C:58]([NH:62][C:17]([C:16]2[CH:15]=[N:14][N:11]3[CH:12]=[CH:13][C:8]([N:4]4[CH2:5][CH2:6][CH2:7][C@H:3]4[C:2]([F:21])([F:20])[F:1])=[N:9][C:10]=23)=[O:19])[S:59][C:60]=1[CH3:61]. The catalyst class is: 168. (6) Reactant: [CH2:1]([NH:4][C:5]1[CH:10]=[CH:9][C:8]([C:11]2[N:15]([C:16]3[CH:21]=[CH:20][C:19]([CH3:22])=[CH:18][CH:17]=3)[N:14]=[C:13]([CH2:23][CH:24]([C:28]3[CH:29]=[C:30]([CH3:34])[CH:31]=[CH:32][CH:33]=3)[C:25]([OH:27])=[O:26])[CH:12]=2)=[CH:7][CH:6]=1)[CH:2]=[CH2:3].CS(O)(=O)=O. Product: [N:4]1[C:5]2[C:10](=[CH:9][C:8]([C:11]3[N:15]([C:16]4[CH:21]=[CH:20][C:19]([CH3:22])=[CH:18][CH:17]=4)[N:14]=[C:13]([CH2:23][CH:24]([C:28]4[CH:29]=[C:30]([CH3:34])[CH:31]=[CH:32][CH:33]=4)[C:25]([OH:27])=[O:26])[CH:12]=3)=[CH:7][CH:6]=2)[CH:3]=[CH:2][CH:1]=1.[NH2:4][C:5]1[CH:10]=[CH:9][C:8]([C:11]2[N:15]([C:16]3[CH:17]=[CH:18][C:19]([CH3:22])=[CH:20][CH:21]=3)[N:14]=[C:13]([CH2:23][CH:24]([C:28]3[CH:29]=[C:30]([CH3:34])[CH:31]=[CH:32][CH:33]=3)[C:25]([OH:27])=[O:26])[CH:12]=2)=[CH:7][CH:6]=1. The catalyst class is: 29. (7) Reactant: [CH2:1](/[C:3](/[C:11]1[CH:16]=[CH:15][C:14]([C:17]([C:22]2[CH:35]=[CH:34][C:25]([O:26][CH2:27][C@H:28]3[O:32][C:31](=[O:33])[CH2:30][CH2:29]3)=[C:24]([CH3:36])[CH:23]=2)([CH2:20][CH3:21])[CH2:18][CH3:19])=[CH:13][C:12]=1[CH3:37])=[CH:4]\[C:5]([CH2:9][CH3:10])([OH:8])[CH2:6][CH3:7])[CH3:2].[OH-:38].[K+]. Product: [CH2:1](/[C:3](/[C:11]1[CH:16]=[CH:15][C:14]([C:17]([C:22]2[CH:35]=[CH:34][C:25]([O:26][CH2:27][C@@H:28]([OH:38])[CH2:29][CH2:30][C:31]([OH:32])=[O:33])=[C:24]([CH3:36])[CH:23]=2)([CH2:20][CH3:21])[CH2:18][CH3:19])=[CH:13][C:12]=1[CH3:37])=[CH:4]\[C:5]([CH2:9][CH3:10])([OH:8])[CH2:6][CH3:7])[CH3:2]. The catalyst class is: 5.